From a dataset of Full USPTO retrosynthesis dataset with 1.9M reactions from patents (1976-2016). Predict the reactants needed to synthesize the given product. (1) Given the product [C:38]([C@@H:1]([C@H:48]([C:46]([OH:52])=[O:47])[OH:32])[OH:5])([OH:40])=[O:41].[C:37]([NH:33][C:31](=[O:32])[O:24][CH2:23][C:19]1[CH:20]=[CH:21][CH:22]=[C:17]([N:15]2[CH2:14][CH:13]([O:12][C:9]3[CH:8]=[CH:7][C:6](=[O:5])[NH:11][CH:10]=3)[CH2:16]2)[C:18]=1[F:25])(=[NH:36])[NH2:42], predict the reactants needed to synthesize it. The reactants are: [C:1]([O:5][C:6]1[N:11]=[CH:10][C:9]([O:12][CH:13]2[CH2:16][N:15]([C:17]3[C:18]([F:25])=[C:19]([CH2:23][OH:24])[CH:20]=[CH:21][CH:22]=3)[CH2:14]2)=[CH:8][CH:7]=1)(C)(C)C.C1N=CN([C:31]([N:33]2[CH:37]=[N:36]C=C2)=[O:32])C=1.[C:38](=[O:41])([OH:40])O.[NH2:42]C(N)=N.[C:46]([OH:52])([C:48](F)(F)F)=[O:47]. (2) Given the product [CH3:1][C:2]1([C:5]2[O:9][N:8]=[C:7]([NH:10][C:11]([NH:52][C:49]3[N:48]=[CH:47][C:46]([C:43]4[CH:44]=[N:45][C:40]([NH:39][C:20]([C:33]5[CH:34]=[CH:35][CH:36]=[CH:37][CH:38]=5)([C:21]5[CH:22]=[CH:23][CH:24]=[CH:25][CH:26]=5)[C:27]5[CH:32]=[CH:31][CH:30]=[CH:29][CH:28]=5)=[CH:41][CH:42]=4)=[CH:51][CH:50]=3)=[O:19])[CH:6]=2)[CH2:3][CH2:4]1, predict the reactants needed to synthesize it. The reactants are: [CH3:1][C:2]1([C:5]2[O:9][N:8]=[C:7]([NH:10][C:11](=[O:19])OC3C=CC=CC=3)[CH:6]=2)[CH2:4][CH2:3]1.[C:20]([NH:39][C:40]1[N:45]=[CH:44][C:43]([C:46]2[CH:47]=[N:48][C:49]([NH2:52])=[CH:50][CH:51]=2)=[CH:42][CH:41]=1)([C:33]1[CH:38]=[CH:37][CH:36]=[CH:35][CH:34]=1)([C:27]1[CH:32]=[CH:31][CH:30]=[CH:29][CH:28]=1)[C:21]1[CH:26]=[CH:25][CH:24]=[CH:23][CH:22]=1.C(N(CC)CC)C.O.